This data is from Forward reaction prediction with 1.9M reactions from USPTO patents (1976-2016). The task is: Predict the product of the given reaction. (1) Given the reactants C(OC([N:11]1[CH2:17][C@@H:16]([OH:18])[C@H:15]([NH:19][C:20]([O:22][C:23]([CH3:26])([CH3:25])[CH3:24])=[O:21])[CH2:14][CH2:13][C@H:12]1[CH3:27])=O)C1C=CC=CC=1, predict the reaction product. The product is: [C:23]([O:22][C:20](=[O:21])[NH:19][C@@H:15]1[CH2:14][CH2:13][C@@H:12]([CH3:27])[NH:11][CH2:17][C@H:16]1[OH:18])([CH3:25])([CH3:24])[CH3:26]. (2) Given the reactants [CH:1]([C:4]1[CH:9]=[CH:8][C:7]([C:10]2[N:15]=[C:14]([NH:16][CH2:17][C:18]3[S:19][CH:20]=[CH:21][CH:22]=3)[CH:13]=[CH:12][N:11]=2)=[CH:6][CH:5]=1)([CH3:3])[CH3:2].[C:23]([O:27][C:28](=[O:31])[CH2:29]Br)([CH3:26])([CH3:25])[CH3:24], predict the reaction product. The product is: [C:23]([O:27][C:28](=[O:31])[CH2:29][N:16]([C:14]1[CH:13]=[CH:12][N:11]=[C:10]([C:7]2[CH:6]=[CH:5][C:4]([CH:1]([CH3:3])[CH3:2])=[CH:9][CH:8]=2)[N:15]=1)[CH2:17][C:18]1[S:19][CH:20]=[CH:21][CH:22]=1)([CH3:26])([CH3:25])[CH3:24].